This data is from Reaction yield outcomes from USPTO patents with 853,638 reactions. The task is: Predict the reaction yield, written as a fraction of the theoretical maximum amount of product (1.0 means a 100% yield; for example, 0.34 means a 34% yield). (1) The product is [C:4]([C:17]1[CH:22]=[CH:21][C:1]([C:3]2[C:4]([C:17]3[CH:18]=[CH:19][CH:20]=[CH:21][CH:22]=3)=[N:5][C:6]3[C:11]([N:12]=2)=[CH:10][C:9]([C:13]([OH:15])=[O:14])=[CH:8][CH:7]=3)=[CH:19][CH:18]=1)#[N:5]. The yield is 0.460. The catalyst is CO.O. The reactants are [C:1]([C:3]1[C:4]([C:17]2[CH:22]=[CH:21][CH:20]=[CH:19][CH:18]=2)=[N:5][C:6]2[C:11]([N:12]=1)=[CH:10][C:9]([C:13]([O:15]C)=[O:14])=[CH:8][CH:7]=2)#N.[OH-].[Na+].Cl. (2) The reactants are [Br:1][C:2]1[CH:3]=[C:4]([C:8]([NH:12][C:13](=[O:16])[CH2:14]Cl)([CH3:11])[CH2:9][OH:10])[CH:5]=[CH:6][CH:7]=1.CC([O-])(C)C.[K+].CO. The catalyst is CC(O)(CC)C. The product is [Br:1][C:2]1[CH:3]=[C:4]([C:8]2([CH3:11])[NH:12][C:13](=[O:16])[CH2:14][O:10][CH2:9]2)[CH:5]=[CH:6][CH:7]=1. The yield is 0.880. (3) The reactants are [NH:1]1[C:9]2[C:4](=[CH:5][CH:6]=[CH:7][C:8]=2[CH2:10][CH2:11][C:12]2[CH:21]=[CH:20][C:15]([C:16]([O:18][CH3:19])=[O:17])=[CH:14][CH:13]=2)[CH2:3][CH2:2]1.BrC1C=CC=C2C=1CN([CH2:32][C:33]1[CH:38]=[CH:37][CH:36]=[C:35]([O:39][CH3:40])[CH:34]=1)C2.C(C1C=CC(C(OC)=O)=CC=1)=C. No catalyst specified. The yield is 0.570. The product is [CH3:40][O:39][C:35]1[CH:34]=[C:33]([CH:38]=[CH:37][CH:36]=1)[CH2:32][N:1]1[CH2:2][C:3]2[C:4](=[CH:5][CH:6]=[CH:7][C:8]=2[CH2:10][CH2:11][C:12]2[CH:13]=[CH:14][C:15]([C:16]([O:18][CH3:19])=[O:17])=[CH:20][CH:21]=2)[CH2:9]1. (4) The reactants are [N:1]1([CH2:8][CH2:9][O:10][C:11]2[CH:16]=[CH:15][C:14]([C:17]([C:19]3[C:28]4[C:23](=[CH:24][C:25]([O:29]C)=[CH:26][CH:27]=4)[CH:22]=[CH:21][C:20]=3[C:31]3[C:36]([F:37])=[CH:35][CH:34]=[C:33]([F:38])[C:32]=3[F:39])=[O:18])=[CH:13][CH:12]=2)[CH2:7][CH2:6][CH2:5][CH2:4][CH2:3][CH2:2]1.B(Br)(Br)Br.N1(CCOC2C=CC(C(C3C4C(=CC(O)=CC=4)C=CC=3C3C(F)=CC(F)=CC=3F)=O)=CC=2)CCCCCC1. No catalyst specified. The product is [N:1]1([CH2:8][CH2:9][O:10][C:11]2[CH:16]=[CH:15][C:14]([C:17]([C:19]3[C:28]4[C:23](=[CH:24][C:25]([OH:29])=[CH:26][CH:27]=4)[CH:22]=[CH:21][C:20]=3[C:31]3[C:36]([F:37])=[CH:35][CH:34]=[C:33]([F:38])[C:32]=3[F:39])=[O:18])=[CH:13][CH:12]=2)[CH2:7][CH2:6][CH2:5][CH2:4][CH2:3][CH2:2]1. The yield is 0.820. (5) The reactants are Br[C:2]1[C:3]2[C:8]([C:9]3[CH:10]=[CH:11][CH:12]=[CH:13][C:14]=3[CH:15]=1)=[CH:7][CH:6]=[CH:5][CH:4]=2.[CH:16]([C:18]1[CH:23]=[CH:22][CH:21]=[CH:20][C:19]=1B(O)O)=[O:17].C(=O)([O-])[O-].[Na+].[Na+]. The catalyst is C1C=CC([P]([Pd]([P](C2C=CC=CC=2)(C2C=CC=CC=2)C2C=CC=CC=2)([P](C2C=CC=CC=2)(C2C=CC=CC=2)C2C=CC=CC=2)[P](C2C=CC=CC=2)(C2C=CC=CC=2)C2C=CC=CC=2)(C2C=CC=CC=2)C2C=CC=CC=2)=CC=1.COC. The product is [CH:16]([C:18]1[CH:23]=[CH:22][CH:21]=[CH:20][C:19]=1[C:2]1[C:3]2[C:8]([C:9]3[CH:10]=[CH:11][CH:12]=[CH:13][C:14]=3[CH:15]=1)=[CH:7][CH:6]=[CH:5][CH:4]=2)=[O:17]. The yield is 0.890.